From a dataset of Peptide-MHC class II binding affinity with 134,281 pairs from IEDB. Regression. Given a peptide amino acid sequence and an MHC pseudo amino acid sequence, predict their binding affinity value. This is MHC class II binding data. (1) The peptide sequence is GELQIPDKIDAAFKI. The MHC is DRB1_1101 with pseudo-sequence DRB1_1101. The binding affinity (normalized) is 0.372. (2) The peptide sequence is EDLVRAYHSMSSTHE. The MHC is DRB1_0404 with pseudo-sequence DRB1_0404. The binding affinity (normalized) is 0.800. (3) The peptide sequence is EDKILVQAGEAETMT. The MHC is DRB1_1101 with pseudo-sequence DRB1_1101. The binding affinity (normalized) is 0. (4) The peptide sequence is LQSLGADIASEQAVL. The MHC is DRB1_1602 with pseudo-sequence DRB1_1602. The binding affinity (normalized) is 0.254. (5) The peptide sequence is SWIQSIPFVHLGHRD. The MHC is HLA-DPA10103-DPB10301 with pseudo-sequence HLA-DPA10103-DPB10301. The binding affinity (normalized) is 0.233. (6) The peptide sequence is RLTQSHPILNMIDTK. The MHC is DRB1_1302 with pseudo-sequence DRB1_1302. The binding affinity (normalized) is 0.388. (7) The peptide sequence is KFIPALEAAVKQAYAATVAT. The MHC is HLA-DPA10201-DPB11401 with pseudo-sequence HLA-DPA10201-DPB11401. The binding affinity (normalized) is 0.666. (8) The peptide sequence is ERTVRVLDTVEKWLA. The MHC is DRB1_0801 with pseudo-sequence DRB1_0801. The binding affinity (normalized) is 0.456.